From a dataset of Forward reaction prediction with 1.9M reactions from USPTO patents (1976-2016). Predict the product of the given reaction. Given the reactants [C:1]([O:5][C:6]([N:8]1[CH2:13][CH2:12][CH:11]([CH2:14][CH2:15][C:16]([N:18]2[CH2:23][CH2:22][CH2:21][C@@H:20]([C:24]([OH:26])=[O:25])[CH2:19]2)=[O:17])[CH2:10][CH2:9]1)=[O:7])([CH3:4])([CH3:3])[CH3:2].O[N:28]1[C:32](=[O:33])[CH2:31][CH2:30][C:29]1=[O:34].C1(N=C=NC2CCCCC2)CCCCC1, predict the reaction product. The product is: [O:34]=[C:29]1[CH2:30][CH2:31][C:32](=[O:33])[N:28]1[O:25][C:24]([C@@H:20]1[CH2:21][CH2:22][CH2:23][N:18]([C:16](=[O:17])[CH2:15][CH2:14][CH:11]2[CH2:10][CH2:9][N:8]([C:6]([O:5][C:1]([CH3:4])([CH3:2])[CH3:3])=[O:7])[CH2:13][CH2:12]2)[CH2:19]1)=[O:26].